From a dataset of Catalyst prediction with 721,799 reactions and 888 catalyst types from USPTO. Predict which catalyst facilitates the given reaction. (1) Product: [OH:8][C@H:9]1[C@H:13]2[O:14][CH2:15][C@:10]1([CH2:32][OH:33])[O:11][C@H:12]2[N:16]1[CH:24]=[N:23][C:22]2[C:21](=[O:25])[NH:20][C:19]([NH:26][C:27](=[O:31])[CH:28]([CH3:29])[CH3:30])=[N:18][C:17]1=2. The catalyst class is: 19. Reactant: C([O:8][C@H:9]1[C@H:13]2[O:14][CH2:15][C@:10]1([CH2:32][OH:33])[O:11][C@H:12]2[N:16]1[CH:24]=[N:23][C:22]2[C:21](=[O:25])[NH:20][C:19]([NH:26][C:27](=[O:31])[CH:28]([CH3:30])[CH3:29])=[N:18][C:17]1=2)C1C=CC=CC=1.C(O)=O. (2) Reactant: Cl[C:2]1[N:11]=[C:10]([NH:12][NH:13][C:14](=[O:17])[CH2:15][OH:16])[C:9]2[C:4](=[C:5]([CH3:18])[CH:6]=[CH:7][CH:8]=2)[N:3]=1.[CH3:19][O:20][C:21]1[CH:26]=[C:25]([O:27][CH3:28])[CH:24]=[CH:23][C:22]=1[CH2:29][NH2:30].C(N(C(C)C)CC)(C)C.O. Product: [CH3:19][O:20][C:21]1[CH:26]=[C:25]([O:27][CH3:28])[CH:24]=[CH:23][C:22]=1[CH2:29][NH:30][C:2]1[N:11]=[C:10]([NH:12][NH:13][C:14](=[O:17])[CH2:15][OH:16])[C:9]2[C:4](=[C:5]([CH3:18])[CH:6]=[CH:7][CH:8]=2)[N:3]=1. The catalyst class is: 16. (3) Reactant: [F:1][C:2]([C:5]1[N:10]=[N:9][C:8]([O:11][CH3:12])=[C:7]([CH2:13][OH:14])[CH:6]=1)([F:4])[CH3:3].CCN(C(C)C)C(C)C.[CH3:24][S:25](Cl)(=[O:27])=[O:26]. Product: [CH3:24][S:25]([O:14][CH2:13][C:7]1[CH:6]=[C:5]([C:2]([F:4])([F:1])[CH3:3])[N:10]=[N:9][C:8]=1[O:11][CH3:12])(=[O:27])=[O:26]. The catalyst class is: 46. (4) Reactant: C(N([P:8]([N:10]([CH:14]([CH3:16])[CH3:15])[CH:11]([CH3:13])[CH3:12])[Cl:9])C(C)C)(C)C.P(Cl)(Cl)[Cl:18]. Product: [CH:11]([N:10]([P:8]([Cl:18])[Cl:9])[CH:14]([CH3:16])[CH3:15])([CH3:13])[CH3:12]. The catalyst class is: 10. (5) Reactant: [N:1]([CH2:4][C@@H:5]([OH:10])[C:6]([O:8]C)=[O:7])=[N+:2]=[N-:3].[OH-].[Na+].Cl. Product: [N:1]([CH2:4][C@@H:5]([OH:10])[C:6]([OH:8])=[O:7])=[N+:2]=[N-:3]. The catalyst class is: 5.